Task: Predict the product of the given reaction.. Dataset: Forward reaction prediction with 1.9M reactions from USPTO patents (1976-2016) (1) Given the reactants [NH2:1][C:2]1[CH:3]=[C:4]([CH:11]=[CH:12][C:13]=1[C:14]([F:17])([F:16])[F:15])[C:5]([NH:7][CH:8]1[CH2:10][CH2:9]1)=[O:6].[F:18][C:19]1[CH:20]=[CH:21][C:22]([N+:28]([O-:30])=[O:29])=[C:23]([CH:27]=1)[C:24](O)=[O:25], predict the reaction product. The product is: [CH:8]1([NH:7][C:5]([C:4]2[CH:11]=[CH:12][C:13]([C:14]([F:15])([F:16])[F:17])=[C:2]([NH:1][C:24](=[O:25])[C:23]3[CH:27]=[C:19]([F:18])[CH:20]=[CH:21][C:22]=3[N+:28]([O-:30])=[O:29])[CH:3]=2)=[O:6])[CH2:9][CH2:10]1. (2) Given the reactants [NH2:1][C:2]1[CH:7]=[CH:6][C:5]([N:8]2[CH:13]=[CH:12][C:11]([O:14][CH2:15][C:16]3[CH:21]=[CH:20][C:19]([F:22])=[CH:18][CH:17]=3)=[CH:10][C:9]2=[O:23])=[CH:4][C:3]=1[NH:24][CH3:25].[CH2:26]([C:28]1[N:29]=[CH:30][O:31][C:32]=1[C:33](O)=O)[CH3:27].CN(C(ON1N=NC2C=CC=NC1=2)=[N+](C)C)C.F[P-](F)(F)(F)(F)F.C(N(CC)C(C)C)(C)C.C([O-])(O)=O.[Na+], predict the reaction product. The product is: [CH2:26]([C:28]1[N:29]=[CH:30][O:31][C:32]=1[C:33]1[N:24]([CH3:25])[C:3]2[CH:4]=[C:5]([N:8]3[CH:13]=[CH:12][C:11]([O:14][CH2:15][C:16]4[CH:17]=[CH:18][C:19]([F:22])=[CH:20][CH:21]=4)=[CH:10][C:9]3=[O:23])[CH:6]=[CH:7][C:2]=2[N:1]=1)[CH3:27]. (3) Given the reactants [C:1]([O:5][C:6]([N:8]1[CH2:13][CH2:12][CH:11]([NH:14][C:15]([CH:17]2[NH:26][C:25](=[O:27])[C:24]3[C:19](=[CH:20][C:21]([C:28]([O:30][CH3:31])=[O:29])=[CH:22][CH:23]=3)[NH:18]2)=[O:16])[CH2:10][CH2:9]1)=[O:7])([CH3:4])([CH3:3])[CH3:2], predict the reaction product. The product is: [C:1]([O:5][C:6]([N:8]1[CH2:13][CH2:12][CH:11]([NH:14][C:15]([C:17]2[NH:26][C:25](=[O:27])[C:24]3[C:19](=[CH:20][C:21]([C:28]([O:30][CH3:31])=[O:29])=[CH:22][CH:23]=3)[N:18]=2)=[O:16])[CH2:10][CH2:9]1)=[O:7])([CH3:4])([CH3:3])[CH3:2]. (4) Given the reactants N(C(OCC)=O)=NC(OCC)=O.[CH3:13][O:14][C:15](=[O:27])[CH2:16][CH:17]1[C:21]2[CH:22]=[CH:23][C:24]([OH:26])=[CH:25][C:20]=2[O:19][CH2:18]1.[F:28][C:29]([F:41])([F:40])[C:30]1[CH:38]=[CH:37][CH:36]=[C:35]2[C:31]=1[CH2:32][CH2:33][CH:34]2O.C1(P(C2C=CC=CC=2)C2C=CC=CC=2)C=CC=CC=1, predict the reaction product. The product is: [CH3:13][O:14][C:15](=[O:27])[CH2:16][CH:17]1[C:21]2[CH:22]=[CH:23][C:24]([O:26][CH:34]3[C:35]4[C:31](=[C:30]([C:29]([F:28])([F:40])[F:41])[CH:38]=[CH:37][CH:36]=4)[CH2:32][CH2:33]3)=[CH:25][C:20]=2[O:19][CH2:18]1. (5) Given the reactants [Br:1][C:2]1[CH:3]=[C:4]([C:7](Cl)=[O:8])[O:5][CH:6]=1.C([N:13]([CH2:17]C)C(C)C)(C)C.Cl.CN[O:22][CH3:23], predict the reaction product. The product is: [CH3:23][O:22][CH2:17][NH:13][C:7]([C:4]1[O:5][CH:6]=[C:2]([Br:1])[CH:3]=1)=[O:8]. (6) Given the reactants Br[C:2]1[S:6][C:5]([C:7]([N:9]([C:11]2[CH:16]=[CH:15][CH:14]=[C:13]([O:17][CH3:18])[CH:12]=2)[CH3:10])=[O:8])=[CH:4][CH:3]=1.[C:19]1(B(O)O)[CH:24]=[CH:23][CH:22]=[CH:21][CH:20]=1, predict the reaction product. The product is: [CH3:18][O:17][C:13]1[CH:12]=[C:11]([N:9]([CH3:10])[C:7]([C:5]2[S:6][C:2]([C:19]3[CH:24]=[CH:23][CH:22]=[CH:21][CH:20]=3)=[CH:3][CH:4]=2)=[O:8])[CH:16]=[CH:15][CH:14]=1. (7) Given the reactants [N+:1]([C:4]1[CH:37]=[CH:36][C:7]([O:8][CH2:9][CH2:10][N:11]2[C:15]([NH:16][C:17]([C:30]3[CH:35]=[CH:34][CH:33]=[CH:32][CH:31]=3)([C:24]3[CH:29]=[CH:28][CH:27]=[CH:26][CH:25]=3)[C:18]3[CH:23]=[CH:22][CH:21]=[CH:20][CH:19]=3)=[CH:14][CH:13]=[N:12]2)=[CH:6][CH:5]=1)([O-])=O.[H][H], predict the reaction product. The product is: [NH2:1][C:4]1[CH:37]=[CH:36][C:7]([O:8][CH2:9][CH2:10][N:11]2[C:15]([NH:16][C:17]([C:30]3[CH:35]=[CH:34][CH:33]=[CH:32][CH:31]=3)([C:24]3[CH:25]=[CH:26][CH:27]=[CH:28][CH:29]=3)[C:18]3[CH:23]=[CH:22][CH:21]=[CH:20][CH:19]=3)=[CH:14][CH:13]=[N:12]2)=[CH:6][CH:5]=1. (8) The product is: [C:1]([CH2:4][NH:5][C:6]([C:8]1[N:9]=[C:10]([N:13]2[CH2:16][CH:15]([S:17][C:18]3[C@H:19]([CH3:49])[C@@H:20]4[C@@H:37]([C@H:38]([OH:40])[CH3:39])[C:36](=[O:48])[N:21]4[C:22]=3[C:23]([O:25][CH2:26][C:27]3[CH:32]=[CH:31][C:30]([N+:33]([O-:35])=[O:34])=[CH:29][CH:28]=3)=[O:24])[CH2:14]2)[S:11][CH:12]=1)=[O:7])(=[O:3])[NH2:2]. Given the reactants [C:1]([CH2:4][NH:5][C:6]([C:8]1[N:9]=[C:10]([N:13]2[CH2:16][CH:15]([S:17][C:18]3[C@H:19]([CH3:49])[C@@H:20]4[C@@H:37]([C@H:38]([O:40][Si](C(C)(C)C)(C)C)[CH3:39])[C:36](=[O:48])[N:21]4[C:22]=3[C:23]([O:25][CH2:26][C:27]3[CH:32]=[CH:31][C:30]([N+:33]([O-:35])=[O:34])=[CH:29][CH:28]=3)=[O:24])[CH2:14]2)[S:11][CH:12]=1)=[O:7])(=[O:3])[NH2:2].C(O)(=O)C.[F-].C([N+](CCCC)(CCCC)CCCC)CCC.C(=O)([O-])O.[Na+], predict the reaction product. (9) Given the reactants [C:1]([O:5][C:6]([N:8]([CH2:17][C:18]1[CH:19]=[CH:20][C:21]2[CH:22]3[CH2:31][CH2:30][CH2:29][CH:23]3[C:24](=O)[NH:25][C:26]=2[CH:27]=1)[CH2:9][C:10]1[CH:15]=[CH:14][CH:13]=[C:12]([Cl:16])[CH:11]=1)=[O:7])([CH3:4])([CH3:3])[CH3:2].COC1C=CC(P2(SP(C3C=CC(OC)=CC=3)(=S)S2)=[S:41])=CC=1, predict the reaction product. The product is: [C:1]([O:5][C:6]([N:8]([CH2:17][C:18]1[CH:19]=[CH:20][C:21]2[CH:22]3[CH2:31][CH2:30][CH2:29][CH:23]3[C:24](=[S:41])[NH:25][C:26]=2[CH:27]=1)[CH2:9][C:10]1[CH:15]=[CH:14][CH:13]=[C:12]([Cl:16])[CH:11]=1)=[O:7])([CH3:4])([CH3:3])[CH3:2]. (10) Given the reactants [Cl-].[Cl-].[Cl-].[Al+3].[Cl:5][C:6]1[CH:11]=[CH:10][C:9]([C:12]2(O)[CH2:17][CH2:16][N:15]([C:18]([O:20][C:21]([CH3:24])([CH3:23])[CH3:22])=[O:19])[CH2:14][CH2:13]2)=[CH:8][CH:7]=1.[Br:26][C:27]1[CH:32]=[CH:31][CH:30]=[CH:29][CH:28]=1.C(OC(OC(OC(C)(C)C)=O)=O)(C)(C)C, predict the reaction product. The product is: [Br:26][C:27]1[CH:32]=[CH:31][C:30]([C:12]2([C:9]3[CH:10]=[CH:11][C:6]([Cl:5])=[CH:7][CH:8]=3)[CH2:17][CH2:16][N:15]([C:18]([O:20][C:21]([CH3:24])([CH3:23])[CH3:22])=[O:19])[CH2:14][CH2:13]2)=[CH:29][CH:28]=1.